From a dataset of Reaction yield outcomes from USPTO patents with 853,638 reactions. Predict the reaction yield, written as a fraction of the theoretical maximum amount of product (1.0 means a 100% yield; for example, 0.34 means a 34% yield). (1) The reactants are [N+:1]([C:4]1[CH:5]=[C:6]([CH2:10][S:11]([NH-:14])(=[O:13])=[O:12])[CH:7]=[CH:8][CH:9]=1)([O-])=O. The catalyst is CO.[Ni]. The product is [NH2:1][C:4]1[CH:5]=[C:6]([CH2:10][S:11]([NH2:14])(=[O:12])=[O:13])[CH:7]=[CH:8][CH:9]=1. The yield is 0.950. (2) The reactants are [Cl:1][C:2]1[CH:10]=[C:9]2[C:5]([CH:6]=[CH:7][NH:8]2)=[CH:4][CH:3]=1.[F:11][C:12]([F:23])([F:22])[C:13](O[C:13](=[O:14])[C:12]([F:23])([F:22])[F:11])=[O:14]. The catalyst is C1COCC1. The product is [Cl:1][C:2]1[CH:10]=[C:9]2[C:5]([C:6]([C:13](=[O:14])[C:12]([F:23])([F:22])[F:11])=[CH:7][NH:8]2)=[CH:4][CH:3]=1. The yield is 0.970. (3) The reactants are [CH3:1][C:2]1[O:6][C:5]([C:7]2[CH:12]=[CH:11][CH:10]=[CH:9][CH:8]=2)=[N:4][C:3]=1[CH2:13][O:14][C:15]1[CH:23]=[CH:22][C:18]([CH2:19][O:20][NH2:21])=[CH:17][CH:16]=1.O=[C:25]([C:35]1[CH:40]=[CH:39][CH:38]=[CH:37][CH:36]=1)[CH2:26][CH2:27][CH2:28][CH2:29][C:30]([O:32][CH2:33][CH3:34])=[O:31].C(O)(=O)C.C([O-])(=O)C.[Na+]. The catalyst is C(OCC)(=O)C.CCCCCC.O.C(O)C. The product is [CH3:1][C:2]1[O:6][C:5]([C:7]2[CH:8]=[CH:9][CH:10]=[CH:11][CH:12]=2)=[N:4][C:3]=1[CH2:13][O:14][C:15]1[CH:16]=[CH:17][C:18]([CH2:19][O:20]/[N:21]=[C:25](/[C:35]2[CH:36]=[CH:37][CH:38]=[CH:39][CH:40]=2)\[CH2:26][CH2:27][CH2:28][CH2:29][C:30]([O:32][CH2:33][CH3:34])=[O:31])=[CH:22][CH:23]=1. The yield is 0.730. (4) The reactants are [Si]([O:8][CH2:9][C@@H:10]([CH3:23])[CH2:11][N:12]1[C:17]2[CH:18]=[CH:19][CH:20]=[CH:21][C:16]=2[O:15][CH2:14][C:13]1=[O:22])(C(C)(C)C)(C)C.CCCC[N+](CCCC)(CCCC)CCCC.[F-]. The catalyst is C1COCC1. The product is [OH:8][CH2:9][C@@H:10]([CH3:23])[CH2:11][N:12]1[C:17]2[CH:18]=[CH:19][CH:20]=[CH:21][C:16]=2[O:15][CH2:14][C:13]1=[O:22]. The yield is 0.980. (5) The catalyst is C1COCC1. The product is [OH:3][CH2:4][C:5]1[C:10]([CH2:2][OH:1])=[CH:9][C:8]([O:11][CH2:12][CH2:13][NH:14][C:15](=[O:21])[O:16][C:17]([CH3:19])([CH3:20])[CH3:18])=[C:7]([O:22][CH2:23][CH2:24][NH:25][C:26](=[O:32])[O:27][C:28]([CH3:31])([CH3:30])[CH3:29])[CH:6]=1. The reactants are [O:1]=[C:2]1[C:10]2[C:5](=[CH:6][C:7]([O:22][CH2:23][CH2:24][NH:25][C:26](=[O:32])[O:27][C:28]([CH3:31])([CH3:30])[CH3:29])=[C:8]([O:11][CH2:12][CH2:13][NH:14][C:15](=[O:21])[O:16][C:17]([CH3:20])([CH3:19])[CH3:18])[CH:9]=2)[CH2:4][O:3]1.[H-].[Al+3].[Li+].[H-].[H-].[H-]. The yield is 0.900. (6) The reactants are [F:1][C:2]1[CH:13]=[CH:12][C:5]2[NH:6][C:7](=[O:11])[O:8][C:9](=[O:10])[C:4]=2[CH:3]=1.[H-].[Na+].[CH3:16]I. The catalyst is CN(C=O)C. The product is [F:1][C:2]1[CH:13]=[CH:12][C:5]2[N:6]([CH3:16])[C:7](=[O:11])[O:8][C:9](=[O:10])[C:4]=2[CH:3]=1. The yield is 0.570. (7) The reactants are [Cl:1][C:2]1[CH:7]=[CH:6][C:5]([CH:8]2[CH2:12][CH2:11][C:10]([O:13][Si](C)(C)C)=[CH:9]2)=[CH:4][N:3]=1.Cl. The catalyst is C1COCC1.CCOC(C)=O.C([O-])(O)=O.[Na+]. The product is [Cl:1][C:2]1[N:3]=[CH:4][C:5]([CH:8]2[CH2:12][CH2:11][C:10](=[O:13])[CH2:9]2)=[CH:6][CH:7]=1. The yield is 0.370.